Dataset: Full USPTO retrosynthesis dataset with 1.9M reactions from patents (1976-2016). Task: Predict the reactants needed to synthesize the given product. (1) Given the product [NH2:1][C:2]1[C:11]2[CH:10]=[N:9][C:8]([S:12][CH3:13])=[N:7][C:6]=2[N:5]([CH:14]2[CH2:17][CH2:16][CH2:15]2)[C:4](=[O:18])[C:3]=1[Br:19], predict the reactants needed to synthesize it. The reactants are: [NH2:1][C:2]1[C:11]2[CH:10]=[N:9][C:8]([S:12][CH3:13])=[N:7][C:6]=2[N:5]([CH:14]2[CH2:17][CH2:16][CH2:15]2)[C:4](=[O:18])[CH:3]=1.[Br:19]N1C(=O)CCC1=O. (2) Given the product [CH3:29][O:28][C:27](=[O:30])[NH:19][CH2:18][C@H:15]1[CH2:16][CH2:17][C@H:12]([C:4]2[N:5]3[CH:10]=[CH:9][N:8]=[C:7]([CH3:11])[C:6]3=[C:2]([Br:1])[N:3]=2)[CH2:13][CH2:14]1, predict the reactants needed to synthesize it. The reactants are: [Br:1][C:2]1[N:3]=[C:4]([C@H:12]2[CH2:17][CH2:16][C@H:15]([CH2:18][NH2:19])[CH2:14][CH2:13]2)[N:5]2[CH:10]=[CH:9][N:8]=[C:7]([CH3:11])[C:6]=12.C(N(CC)CC)C.[C:27](Cl)(=[O:30])[O:28][CH3:29].O. (3) Given the product [F:1][C:2]1[CH:3]=[CH:4][C:5]([NH:8][NH:9][C:10](=[O:14])[CH:11]([CH3:13])[CH3:12])=[N:6][CH:7]=1, predict the reactants needed to synthesize it. The reactants are: [F:1][C:2]1[CH:3]=[CH:4][C:5]([NH:8][NH2:9])=[N:6][CH:7]=1.[C:10](O)(=[O:14])[CH:11]([CH3:13])[CH3:12].C1C=C2N=NN(O)C2=CC=1.O.C(Cl)CCl.C(=O)(O)[O-].[Na+]. (4) Given the product [C:1](=[O:41])([O:3][C@@H:4]1[C@@H:5]([O:39][CH3:40])[CH:6]=[CH:7][CH:8]=[C:9]([CH3:38])[C:10](=[O:37])[NH:11][C:12]2[C:31](=[O:32])[C:16]([CH2:17][C@@H:18]([CH3:30])[CH2:19][C@H:20]([O:28][CH3:29])[C@H:21]([OH:27])[C@@H:22]([CH3:26])[CH:23]=[C:24]1[CH3:25])=[C:15]([O:33][CH3:34])[C:14](=[O:35])[C:13]=2[C:46]1[CH:45]=[CH:44][CH:43]=[CH:42][N:83]=1)[NH2:2], predict the reactants needed to synthesize it. The reactants are: [C:1](=[O:41])([O:3][C@@H:4]1[C@@H:5]([O:39][CH3:40])[CH:6]=[CH:7][CH:8]=[C:9]([CH3:38])[C:10](=[O:37])[NH:11][C:12]2[C:31](=[O:32])[C:16]([CH2:17][C@@H:18]([CH3:30])[CH2:19][C@H:20]([O:28][CH3:29])[C@H:21]([OH:27])[C@@H:22]([CH3:26])[CH:23]=[C:24]1[CH3:25])=[C:15]([O:33][CH3:34])[C:14](=[O:35])[C:13]=2I)[NH2:2].[C:42]1([As]([C:44]2[CH:45]=[CH:46]C=[CH:42][CH:43]=2)[C:44]2[CH:45]=[CH:46]C=[CH:42][CH:43]=2)C=[CH:46][CH:45]=[CH:44][CH:43]=1.C([Sn](CCCC)(CCCC)C1C=CC(OC)=CC=1)CCC.C[N:83](C=O)C. (5) Given the product [CH:5]([C:8]1[CH:9]=[C:10]([CH:14]([CH3:16])[CH3:15])[CH:11]=[CH:12][C:13]=1[N+:1]([O-:4])=[O:2])([CH3:7])[CH3:6], predict the reactants needed to synthesize it. The reactants are: [N+:1]([O-:4])(O)=[O:2].[CH:5]([C:8]1[CH:13]=[CH:12][CH:11]=[C:10]([CH:14]([CH3:16])[CH3:15])[CH:9]=1)([CH3:7])[CH3:6].